From a dataset of M1 muscarinic receptor antagonist screen with 61,756 compounds. Binary Classification. Given a drug SMILES string, predict its activity (active/inactive) in a high-throughput screening assay against a specified biological target. (1) The drug is OC(CN1CCCCC1)COc1ccc(cc1)C(=O)c1ccccc1. The result is 1 (active). (2) The molecule is S(CC(=O)c1c(n(c(c1)C)C)C)c1n(c2c(cccc2)C)c(nn1)c1ccncc1. The result is 0 (inactive). (3) The molecule is Fc1c(N2CCN(CC2)C(=O)c2c3c(c(=O)n(NC(=O)c4nccnc4)c2)cccc3)cccc1. The result is 0 (inactive). (4) The compound is Brc1ccc(CSc2[nH]c(c(c(=O)n2)C)C)cc1. The result is 0 (inactive). (5) The drug is s1cc(nc1C)CC(=O)c1c(cc(O)cc1O)C. The result is 0 (inactive).